Dataset: Forward reaction prediction with 1.9M reactions from USPTO patents (1976-2016). Task: Predict the product of the given reaction. (1) Given the reactants [H-].[Na+].[C:3](#[N:7])[CH2:4][C:5]#[N:6].Br[C:9]([C:15]1[O:16][C:17]([CH3:20])=[CH:18][N:19]=1)([CH3:14])[C:10]([O:12][CH3:13])=[O:11], predict the reaction product. The product is: [C:5]([CH:4]([C:3]#[N:7])[C:9]([CH3:14])([C:15]1[O:16][C:17]([CH3:20])=[CH:18][N:19]=1)[C:10]([O:12][CH3:13])=[O:11])#[N:6]. (2) Given the reactants C([O:3][C:4](=O)[CH2:5][C:6]1[C:15]2[C:10](=[CH:11][CH:12]=[CH:13][CH:14]=2)[C:9](=[O:16])[N:8]([NH:17][C:18](=[O:27])[CH2:19][C:20]2[CH:25]=[CH:24][C:23]([Cl:26])=[CH:22][CH:21]=2)[N:7]=1)C.[Li+].[BH4-], predict the reaction product. The product is: [Cl:26][C:23]1[CH:22]=[CH:21][C:20]([CH2:19][C:18]([NH:17][N:8]2[N:7]=[C:6]([CH2:5][CH2:4][OH:3])[C:15]3[C:10](=[CH:11][CH:12]=[CH:13][CH:14]=3)[C:9]2=[O:16])=[O:27])=[CH:25][CH:24]=1. (3) Given the reactants [F:1][C:2]([F:14])([F:13])[C:3]1[CH:12]=[CH:11][C:6]2[N:7]=[C:8]([NH2:10])[S:9][C:5]=2[CH:4]=1.[CH3:15][O:16][C:17]1[CH:18]=[C:19]([CH:23]=[C:24]([O:26][CH3:27])[CH:25]=1)[C:20](Cl)=[O:21].Br[CH:29]([CH2:34][CH3:35])[C:30]([O:32]C)=[O:31].COC1C=CC2N=C(N)SC=2C=1.ClC1C=C(C=CC=1)C(Cl)=O.BrCC(OCC)=O, predict the reaction product. The product is: [CH3:15][O:16][C:17]1[CH:18]=[C:19]([CH:23]=[C:24]([O:26][CH3:27])[CH:25]=1)[C:20]([N:10]=[C:8]1[N:7]([CH:29]([CH2:34][CH3:35])[C:30]([OH:32])=[O:31])[C:6]2[CH:11]=[CH:12][C:3]([C:2]([F:1])([F:13])[F:14])=[CH:4][C:5]=2[S:9]1)=[O:21]. (4) The product is: [C:12]1([CH:11]=[C:5]2[CH:6]=[C:2]([CH3:1])[CH:3]=[C:4]2[C:7]([CH3:10])([CH3:9])[CH3:8])[CH:17]=[CH:16][CH:15]=[CH:14][CH:13]=1. Given the reactants [CH3:1][C:2]1[CH2:6][CH:5]=[C:4]([C:7]([CH3:10])([CH3:9])[CH3:8])[CH:3]=1.[CH:11](=O)[C:12]1[CH:17]=[CH:16][CH:15]=[CH:14][CH:13]=1.[NH4+].[Cl-], predict the reaction product. (5) Given the reactants F[C:2]1[CH:9]=[CH:8][C:7]([F:10])=[CH:6][C:3]=1[C:4]#[N:5].ClC1C=C[C:15]([S:20]CC)=C(C=1)C#N.ClC1C=CC(SCC)=C(C=1)CN.C[S-].[Na+].C(=O)([O-])[O-].[K+].[K+].[F:44][C:45]([F:56])([F:55])[C:46]1[CH:47]=[C:48]([CH:52]=[CH:53][CH:54]=1)[C:49](O)=[O:50], predict the reaction product. The product is: [F:10][C:7]1[CH:8]=[CH:9][C:2]([S:20][CH3:15])=[C:3]([CH:6]=1)[CH2:4][NH:5][C:49](=[O:50])[C:48]1[CH:52]=[CH:53][CH:54]=[C:46]([C:45]([F:56])([F:55])[F:44])[CH:47]=1. (6) Given the reactants [C:1]([C:3]1[CH:8]=[CH:7][N:6]=[C:5]([C:9]2[CH:14]=[C:13]([N:15]3[CH2:20][CH2:19][CH2:18][CH2:17][CH2:16]3)[CH:12]=[CH:11][C:10]=2[N+:21]([O-:23])=[O:22])[CH:4]=1)#[CH:2].[CH2:24]([N:31]=[N+:32]=[N-:33])[C:25]1[CH:30]=[CH:29][CH:28]=[CH:27][CH:26]=1.O=C1O[C@H]([C@H](CO)O)C([O-])=C1O.[Na+].C(O)(C)(C)C, predict the reaction product. The product is: [CH2:24]([N:31]1[CH:2]=[C:1]([C:3]2[CH:8]=[CH:7][N:6]=[C:5]([C:9]3[CH:14]=[C:13]([N:15]4[CH2:16][CH2:17][CH2:18][CH2:19][CH2:20]4)[CH:12]=[CH:11][C:10]=3[N+:21]([O-:23])=[O:22])[CH:4]=2)[N:33]=[N:32]1)[C:25]1[CH:30]=[CH:29][CH:28]=[CH:27][CH:26]=1. (7) The product is: [Cl:14][C:15]1[CH:16]=[C:17]([O:22][CH3:23])[C:18]([CH3:21])=[CH:19][C:20]=1[C:9](=[O:12])[CH2:10][CH3:11]. Given the reactants [Cl-].[Cl-].[Cl-].[Al+3].ClC(Cl)C.[C:9](Cl)(=[O:12])[CH2:10][CH3:11].[Cl:14][C:15]1[CH:20]=[CH:19][C:18]([CH3:21])=[C:17]([O:22][CH3:23])[CH:16]=1, predict the reaction product.